Regression. Given two drug SMILES strings and cell line genomic features, predict the synergy score measuring deviation from expected non-interaction effect. From a dataset of NCI-60 drug combinations with 297,098 pairs across 59 cell lines. (1) Drug 1: CNC(=O)C1=CC=CC=C1SC2=CC3=C(C=C2)C(=NN3)C=CC4=CC=CC=N4. Drug 2: C1=CC(=CC=C1C#N)C(C2=CC=C(C=C2)C#N)N3C=NC=N3. Cell line: HT29. Synergy scores: CSS=-0.849, Synergy_ZIP=2.25, Synergy_Bliss=2.18, Synergy_Loewe=-1.83, Synergy_HSA=-0.890. (2) Drug 1: C(CC(=O)O)C(=O)CN.Cl. Drug 2: C1=NNC2=C1C(=O)NC=N2. Cell line: SK-OV-3. Synergy scores: CSS=16.2, Synergy_ZIP=-3.26, Synergy_Bliss=1.87, Synergy_Loewe=1.20, Synergy_HSA=1.35. (3) Drug 2: CCN(CC)CCCC(C)NC1=C2C=C(C=CC2=NC3=C1C=CC(=C3)Cl)OC. Cell line: HCC-2998. Drug 1: COC1=C(C=C2C(=C1)N=CN=C2NC3=CC(=C(C=C3)F)Cl)OCCCN4CCOCC4. Synergy scores: CSS=56.0, Synergy_ZIP=6.66, Synergy_Bliss=6.01, Synergy_Loewe=8.05, Synergy_HSA=9.17. (4) Drug 1: CCC1=CC2CC(C3=C(CN(C2)C1)C4=CC=CC=C4N3)(C5=C(C=C6C(=C5)C78CCN9C7C(C=CC9)(C(C(C8N6C)(C(=O)OC)O)OC(=O)C)CC)OC)C(=O)OC.C(C(C(=O)O)O)(C(=O)O)O. Drug 2: CN(CCCl)CCCl.Cl. Cell line: EKVX. Synergy scores: CSS=13.2, Synergy_ZIP=-4.23, Synergy_Bliss=-5.52, Synergy_Loewe=-14.4, Synergy_HSA=-4.39. (5) Drug 1: CC1C(C(=O)NC(C(=O)N2CCCC2C(=O)N(CC(=O)N(C(C(=O)O1)C(C)C)C)C)C(C)C)NC(=O)C3=C4C(=C(C=C3)C)OC5=C(C(=O)C(=C(C5=N4)C(=O)NC6C(OC(=O)C(N(C(=O)CN(C(=O)C7CCCN7C(=O)C(NC6=O)C(C)C)C)C)C(C)C)C)N)C. Drug 2: CC1=C(N=C(N=C1N)C(CC(=O)N)NCC(C(=O)N)N)C(=O)NC(C(C2=CN=CN2)OC3C(C(C(C(O3)CO)O)O)OC4C(C(C(C(O4)CO)O)OC(=O)N)O)C(=O)NC(C)C(C(C)C(=O)NC(C(C)O)C(=O)NCCC5=NC(=CS5)C6=NC(=CS6)C(=O)NCCC[S+](C)C)O. Cell line: HS 578T. Synergy scores: CSS=21.4, Synergy_ZIP=-1.55, Synergy_Bliss=-3.04, Synergy_Loewe=-5.32, Synergy_HSA=-2.27. (6) Drug 1: CS(=O)(=O)CCNCC1=CC=C(O1)C2=CC3=C(C=C2)N=CN=C3NC4=CC(=C(C=C4)OCC5=CC(=CC=C5)F)Cl. Drug 2: N.N.Cl[Pt+2]Cl. Cell line: SF-539. Synergy scores: CSS=50.7, Synergy_ZIP=-5.78, Synergy_Bliss=-4.50, Synergy_Loewe=-5.02, Synergy_HSA=-0.640. (7) Cell line: MOLT-4. Drug 2: C1=CC=C(C(=C1)C(C2=CC=C(C=C2)Cl)C(Cl)Cl)Cl. Drug 1: C1=CC(=CC=C1CCC2=CNC3=C2C(=O)NC(=N3)N)C(=O)NC(CCC(=O)O)C(=O)O. Synergy scores: CSS=79.8, Synergy_ZIP=4.58, Synergy_Bliss=4.15, Synergy_Loewe=-31.7, Synergy_HSA=4.05.